Predict the reactants needed to synthesize the given product. From a dataset of Full USPTO retrosynthesis dataset with 1.9M reactions from patents (1976-2016). (1) Given the product [F:11][C:12]1[CH:13]=[C:14]([CH2:15][NH:16][C:4](=[O:6])[C:3]2[CH:7]=[CH:8][CH:9]=[N:10][C:2]=2[NH2:1])[CH:17]=[CH:18][C:19]=1[F:20], predict the reactants needed to synthesize it. The reactants are: [NH2:1][C:2]1[N:10]=[CH:9][CH:8]=[CH:7][C:3]=1[C:4]([OH:6])=O.[F:11][C:12]1[CH:13]=[C:14]([CH:17]=[CH:18][C:19]=1[F:20])[CH2:15][NH2:16].CN([P+](ON1N=NC2C=CC=CC1=2)(N(C)C)N(C)C)C.F[P-](F)(F)(F)(F)F.C(N(CC)CC)C. (2) Given the product [CH3:22][C:10]1[CH:15]=[C:14]([CH3:16])[CH:13]=[C:12]([CH3:17])[C:11]=1[S:18]([N:1]1[C:5]2=[N:6][CH:7]=[CH:8][CH:9]=[C:4]2[CH:3]=[CH:2]1)(=[O:19])=[O:20], predict the reactants needed to synthesize it. The reactants are: [NH:1]1[C:5]2=[N:6][CH:7]=[CH:8][CH:9]=[C:4]2[CH:3]=[CH:2]1.[C:10]1([CH3:22])[CH:15]=[C:14]([CH3:16])[CH:13]=[C:12]([CH3:17])[C:11]=1[S:18](Cl)(=[O:20])=[O:19].[H-].[Na+]. (3) Given the product [N:36]1([C:33]2[CH:34]=[CH:35][C:30]([NH:7][C:8]3[C:9]4[N:10]([CH:27]=[CH:28][N:29]=4)[C:11]([C:44]4[S:48][C:47]([C:49]([NH2:51])=[O:50])=[N:46][CH:45]=4)=[CH:12][N:13]=3)=[CH:31][CH:32]=2)[CH2:41][CH2:40][O:39][CH2:38][CH2:37]1, predict the reactants needed to synthesize it. The reactants are: C(OC(=O)[N:7]([C:30]1[CH:35]=[CH:34][C:33]([N:36]2[CH2:41][CH2:40][O:39][CH2:38][CH2:37]2)=[CH:32][CH:31]=1)[C:8]1[C:9]2[N:10]([CH:27]=[CH:28][N:29]=2)[C:11]([Sn](CCCC)(CCCC)CCCC)=[CH:12][N:13]=1)(C)(C)C.Br[C:44]1[S:48][C:47]([C:49]([NH2:51])=[O:50])=[N:46][CH:45]=1. (4) Given the product [OH:23][C:16]1[N:8]=[C:5]2[NH:4][C@:3]([CH3:2])([C:9]([F:12])([F:10])[F:11])[CH2:7][N:6]2[C:18](=[O:19])[CH:17]=1, predict the reactants needed to synthesize it. The reactants are: Br.[CH3:2][C@@:3]1([C:9]([F:12])([F:11])[F:10])[CH2:7][NH:6][C:5]([NH2:8])=[N:4]1.C[O-].[Na+].[C:16](OCC)(=[O:23])[CH2:17][C:18](OCC)=[O:19].Cl. (5) Given the product [CH2:1]([NH:8][C:9]1[C:18]2[CH:17]=[N:16][CH:15]=[N:14][C:13]=2[N:12]([O:19][CH2:20][C:21]2[CH:26]=[CH:25][CH:24]=[CH:23][CH:22]=2)[C:11](=[O:27])[C:10]=1[C:29]1[CH:34]=[CH:33][CH:32]=[CH:31][CH:30]=1)[C:2]1[CH:7]=[CH:6][CH:5]=[CH:4][CH:3]=1, predict the reactants needed to synthesize it. The reactants are: [CH2:1]([NH:8][C:9]1[C:18]2[CH:17]=[N:16][CH:15]=[N:14][C:13]=2[N:12]([O:19][CH2:20][C:21]2[CH:26]=[CH:25][CH:24]=[CH:23][CH:22]=2)[C:11](=[O:27])[C:10]=1I)[C:2]1[CH:7]=[CH:6][CH:5]=[CH:4][CH:3]=1.[C:29]1(B(O)O)[CH:34]=[CH:33][CH:32]=[CH:31][CH:30]=1.C(=O)([O-])[O-].[Na+].[Na+].C(OCC)(=O)C. (6) Given the product [OH:3][CH:4]1[CH2:9][CH2:8][N:7]([C:10]2[CH:19]=[C:18]([C:20]([NH:22][C:23]3[C:24]([CH3:34])=[C:25]([CH:30]=[CH:31][C:32]=3[CH3:33])[C:26]([OH:28])=[O:27])=[O:21])[C:17]3[C:12](=[CH:13][CH:14]=[CH:15][CH:16]=3)[N:11]=2)[CH2:6][CH2:5]1, predict the reactants needed to synthesize it. The reactants are: [OH-].[Na+].[OH:3][CH:4]1[CH2:9][CH2:8][N:7]([C:10]2[CH:19]=[C:18]([C:20]([NH:22][C:23]3[C:24]([CH3:34])=[C:25]([CH:30]=[CH:31][C:32]=3[CH3:33])[C:26]([O:28]C)=[O:27])=[O:21])[C:17]3[C:12](=[CH:13][CH:14]=[CH:15][CH:16]=3)[N:11]=2)[CH2:6][CH2:5]1.CO.